Dataset: Full USPTO retrosynthesis dataset with 1.9M reactions from patents (1976-2016). Task: Predict the reactants needed to synthesize the given product. (1) Given the product [F:1][C:2]1[CH:7]=[C:6]([CH:5]=[C:4]([O:11][CH3:12])[C:3]=1[N:13]1[CH:17]=[N:16][C:15]([CH3:18])=[N:14]1)[NH2:8], predict the reactants needed to synthesize it. The reactants are: [F:1][C:2]1[CH:7]=[C:6]([N+:8]([O-])=O)[CH:5]=[C:4]([O:11][CH3:12])[C:3]=1[N:13]1[CH:17]=[N:16][C:15]([CH3:18])=[N:14]1. (2) Given the product [CH:20]1([C:23]2[CH:35]=[CH:34][C:26]([O:27][C:28](=[CH:32][CH3:33])[C:29]([NH:6][C:5]3[CH:7]=[CH:8][C:9]([O:10][CH2:11][CH2:12][O:13][CH:14]4[CH2:19][CH2:18][CH2:17][CH2:16][O:15]4)=[C:3]([CH2:1][CH3:2])[CH:4]=3)=[O:30])=[CH:25][CH:24]=2)[CH2:22][CH2:21]1, predict the reactants needed to synthesize it. The reactants are: [CH2:1]([C:3]1[CH:4]=[C:5]([CH:7]=[CH:8][C:9]=1[O:10][CH2:11][CH2:12][O:13][CH:14]1[CH2:19][CH2:18][CH2:17][CH2:16][O:15]1)[NH2:6])[CH3:2].[CH:20]1([C:23]2[CH:35]=[CH:34][C:26]([O:27][C:28](=[CH:32][CH3:33])[C:29](O)=[O:30])=[CH:25][CH:24]=2)[CH2:22][CH2:21]1.O.N1(O)C2C=CC=CC=2N=N1.CCN=C=NCCCN(C)C.